From a dataset of Forward reaction prediction with 1.9M reactions from USPTO patents (1976-2016). Predict the product of the given reaction. (1) Given the reactants [ClH:1].Cl.[NH2:3][CH:4]1[CH2:9][CH2:8][N:7]([CH2:10][C@H:11]2[N:21]3[C:22]4[N:13]([C:14](=[O:24])[CH:15]=[CH:16][C:17]=4[N:18]=[CH:19][C:20]3=[O:23])[CH2:12]2)[CH2:6][CH2:5]1.C1(N)C(F)=C(F)C(F)=C(N)C=1F.Cl.Cl.C(N(CC)CC)C.[F:46][C:47]1[C:56]2[O:55][CH2:54][CH2:53][O:52][C:51]=2[CH:50]=[CH:49][C:48]=1[CH:57]=O.C(O[BH-](OC(=O)C)OC(=O)C)(=O)C.[Na+].C([O-])(O)=O.[Na+], predict the reaction product. The product is: [ClH:1].[F:46][C:47]1[C:56]2[O:55][CH2:54][CH2:53][O:52][C:51]=2[CH:50]=[CH:49][C:48]=1[CH2:57][NH:3][CH:4]1[CH2:9][CH2:8][N:7]([CH2:10][C@H:11]2[N:21]3[C:22]4[N:13]([C:14](=[O:24])[CH:15]=[CH:16][C:17]=4[N:18]=[CH:19][C:20]3=[O:23])[CH2:12]2)[CH2:6][CH2:5]1. (2) Given the reactants CC1N=C(N2C(=O)N(CC3C=CC(C(F)(F)F)=CC=3)N=C2)SC=1C(OCC)=O.[F:29][CH:30]([F:56])[O:31][C:32]1[CH:55]=[CH:54][C:35]([CH2:36][N:37]2[C:41](=[O:42])[N:40]([C:43]3[S:44][C:45]([C:49]([O:51]CC)=[O:50])=[C:46]([CH3:48])[N:47]=3)[CH:39]=[N:38]2)=[CH:34][CH:33]=1, predict the reaction product. The product is: [F:56][CH:30]([F:29])[O:31][C:32]1[CH:55]=[CH:54][C:35]([CH2:36][N:37]2[C:41](=[O:42])[N:40]([C:43]3[S:44][C:45]([C:49]([OH:51])=[O:50])=[C:46]([CH3:48])[N:47]=3)[CH:39]=[N:38]2)=[CH:34][CH:33]=1. (3) Given the reactants [Br:1][C:2]1[C:10]2[C:9](N)=[N:8][CH:7]=[N:6][C:5]=2[O:4][C:3]=1[C:12]1[CH:17]=[CH:16][CH:15]=[CH:14][CH:13]=1.[ClH:18].O1CCOCC1.N(OCCC(C)C)=O, predict the reaction product. The product is: [Br:1][C:2]1[C:10]2[C:9]([Cl:18])=[N:8][CH:7]=[N:6][C:5]=2[O:4][C:3]=1[C:12]1[CH:17]=[CH:16][CH:15]=[CH:14][CH:13]=1. (4) Given the reactants [NH2:1][C:2]1[C:6]2([CH2:11][CH2:10][CH2:9][N:8](C(OCC3C=CC=CC=3)=O)[CH2:7]2)[O:5][C:4](=[O:22])[C:3]=1[C:23]1[CH:28]=[C:27]([Cl:29])[C:26]([Br:30])=[CH:25][C:24]=1[CH3:31].FC(F)(F)C(O)=O, predict the reaction product. The product is: [NH2:1][C:2]1[C:6]2([CH2:11][CH2:10][CH2:9][NH:8][CH2:7]2)[O:5][C:4](=[O:22])[C:3]=1[C:23]1[CH:28]=[C:27]([Cl:29])[C:26]([Br:30])=[CH:25][C:24]=1[CH3:31]. (5) The product is: [Cl:7][C:8]1[CH:9]=[C:10](/[CH:11]=[CH:12]/[C:13]([N:22]2[CH2:23][CH2:24][NH:19][C:20](=[O:25])[CH2:21]2)=[O:15])[CH:16]=[CH:17][CH:18]=1. Given the reactants C(Cl)(=O)C(Cl)=O.[Cl:7][C:8]1[CH:9]=[C:10]([CH:16]=[CH:17][CH:18]=1)[CH:11]=[CH:12][C:13]([OH:15])=O.[NH:19]1[CH2:24][CH2:23][NH:22][CH2:21][C:20]1=[O:25].C(N(CC)CC)C.S([O-])(O)(=O)=O.[K+], predict the reaction product. (6) Given the reactants C([NH:8][C@H:9]1[C@@H:14]([CH2:15][OH:16])[CH2:13][CH2:12][N:11]([C:17]([O:19][C:20]([CH3:23])([CH3:22])[CH3:21])=[O:18])[CH2:10]1)C1C=CC=CC=1, predict the reaction product. The product is: [NH2:8][C@H:9]1[C@@H:14]([CH2:15][OH:16])[CH2:13][CH2:12][N:11]([C:17]([O:19][C:20]([CH3:23])([CH3:22])[CH3:21])=[O:18])[CH2:10]1. (7) Given the reactants [O:1]=[S:2]1(=[O:23])[CH2:7][CH2:6][CH2:5][CH2:4][N:3]1[C:8]1[N:17]=[C:16]([C:18]([O:20]C)=[O:19])[C:15]([OH:22])=[C:14]2[C:9]=1[CH:10]=[CH:11][CH:12]=[N:13]2.[OH-].[Li+].Cl, predict the reaction product. The product is: [O:23]=[S:2]1(=[O:1])[CH2:7][CH2:6][CH2:5][CH2:4][N:3]1[C:8]1[N:17]=[C:16]([C:18]([OH:20])=[O:19])[C:15]([OH:22])=[C:14]2[C:9]=1[CH:10]=[CH:11][CH:12]=[N:13]2. (8) Given the reactants BrC1C=CC(Cl)=C2C=1N(C)N=C2N.Br[C:15]1[CH:16]=[CH:17][C:18]([O:26][CH3:27])=[C:19]2[C:23]=1[N:22]([CH3:24])[N:21]=[C:20]2[NH2:25], predict the reaction product. The product is: [CH3:27][O:26][C:18]1[CH:17]=[CH:16][CH:15]=[C:23]2[C:19]=1[C:20]([NH2:25])=[N:21][N:22]2[CH3:24]. (9) The product is: [N+:1]([C:4]1[CH:12]=[CH:11][CH:10]=[C:9]2[C:5]=1[CH:6]=[N:7][N:8]2[C:17]1[CH:18]=[N:19][C:14]([F:13])=[CH:15][CH:16]=1)([O-:3])=[O:2]. Given the reactants [N+:1]([C:4]1[CH:12]=[CH:11][CH:10]=[C:9]2[C:5]=1[CH:6]=[N:7][NH:8]2)([O-:3])=[O:2].[F:13][C:14]1[N:19]=[CH:18][C:17](B(O)O)=[CH:16][CH:15]=1.ClCCl, predict the reaction product. (10) Given the reactants [CH:1]1([C:4]2[N:9]=[CH:8][C:7]([CH2:10][NH:11][C:12](=O)[O:13]C(C)(C)C)=[CH:6][C:5]=2[C:19]2[NH:23][C:22](=[O:24])[N:21]([C:25]3[CH:30]=[CH:29][C:28]([C:31]([F:34])([F:33])[F:32])=[CH:27][CH:26]=3)[N:20]=2)[CH2:3][CH2:2]1.Cl, predict the reaction product. The product is: [CH:1]1([C:4]2[N:9]=[CH:8][C:7]([CH2:10][NH:11][C:12](=[O:13])[C:1]([CH3:4])([CH3:3])[CH3:2])=[CH:6][C:5]=2[C:19]2[NH:23][C:22](=[O:24])[N:21]([C:25]3[CH:30]=[CH:29][C:28]([C:31]([F:32])([F:34])[F:33])=[CH:27][CH:26]=3)[N:20]=2)[CH2:3][CH2:2]1.